From a dataset of Forward reaction prediction with 1.9M reactions from USPTO patents (1976-2016). Predict the product of the given reaction. Given the reactants [OH:1][CH2:2][C:3]#[C:4][C:5]1[N:14]=[CH:13][CH:12]=[C:11]2[C:6]=1[CH:7]=[C:8]([C:30]1[CH:35]=[CH:34][CH:33]=[CH:32][CH:31]=1)[C:9]([C:15]1[CH:29]=[CH:28][C:18]([CH2:19][NH:20][C:21](=[O:27])[O:22][C:23]([CH3:26])([CH3:25])[CH3:24])=[CH:17][CH:16]=1)=[N:10]2.[N-:36]=[N+:37]=[N-:38].[Na+].O, predict the reaction product. The product is: [OH:1][CH2:2][C:3]1[N:36]=[N:37][NH:38][C:4]=1[C:5]1[N:14]=[CH:13][CH:12]=[C:11]2[C:6]=1[CH:7]=[C:8]([C:30]1[CH:31]=[CH:32][CH:33]=[CH:34][CH:35]=1)[C:9]([C:15]1[CH:16]=[CH:17][C:18]([CH2:19][NH:20][C:21](=[O:27])[O:22][C:23]([CH3:24])([CH3:25])[CH3:26])=[CH:28][CH:29]=1)=[N:10]2.